This data is from Forward reaction prediction with 1.9M reactions from USPTO patents (1976-2016). The task is: Predict the product of the given reaction. (1) Given the reactants [CH2:1]([O:8][C:9]1[CH:14]=[C:13]([O:15][CH2:16][C:17]2[CH:22]=[CH:21][CH:20]=[CH:19][CH:18]=2)[C:12]([CH:23]([CH3:25])[CH3:24])=[CH:11][C:10]=1[C:26]([N:28]1[CH2:36][C:35]2[C:30](=[CH:31][CH:32]=[C:33]([N+:37]([O-])=O)[CH:34]=2)[CH2:29]1)=[O:27])[C:2]1[CH:7]=[CH:6][CH:5]=[CH:4][CH:3]=1.C(OOC(=O)C1C=CC=CC=1)(=O)C1C=CC=CC=1, predict the reaction product. The product is: [NH2:37][C:33]1[CH:34]=[C:35]2[C:30](=[CH:31][CH:32]=1)[CH2:29][N:28]([C:26]([C:10]1[CH:11]=[C:12]([CH:23]([CH3:25])[CH3:24])[C:13]([O:15][CH2:16][C:17]3[CH:18]=[CH:19][CH:20]=[CH:21][CH:22]=3)=[CH:14][C:9]=1[O:8][CH2:1][C:2]1[CH:7]=[CH:6][CH:5]=[CH:4][CH:3]=1)=[O:27])[CH2:36]2. (2) Given the reactants [CH3:1][C:2]1([C:21]2[CH:26]=[CH:25][CH:24]=[CH:23][CH:22]=2)[NH:6][C:5](=[O:7])[N:4]([C:8]([C:10]2[C:19]3[C:14](=[CH:15][CH:16]=[CH:17][CH:18]=3)[CH:13]=[CH:12][CH:11]=2)=[O:9])[C:3]1=[O:20].[H-].[Na+].Br[CH2:30][C:31]([C:33]1[CH:38]=[CH:37][CH:36]=[CH:35][CH:34]=1)=[O:32].C(OCC)(=O)C, predict the reaction product. The product is: [CH3:1][C:2]1([C:21]2[CH:26]=[CH:25][CH:24]=[CH:23][CH:22]=2)[N:6]([CH2:30][C:31](=[O:32])[C:33]2[CH:38]=[CH:37][CH:36]=[CH:35][CH:34]=2)[C:5](=[O:7])[N:4]([C:8]([C:10]2[C:19]3[C:14](=[CH:15][CH:16]=[CH:17][CH:18]=3)[CH:13]=[CH:12][CH:11]=2)=[O:9])[C:3]1=[O:20]. (3) Given the reactants Cl[C:2]1[N:3]=[C:4]([N:16]2[CH2:21][CH2:20][O:19][CH2:18][CH2:17]2)[C:5]2[CH2:10][N:9]([C:11]([O:13][CH2:14][CH3:15])=[O:12])[CH2:8][C:6]=2[N:7]=1.[F:22][C:23]1[CH:24]=[C:25]([NH:38][C:39]([NH:41][CH2:42][CH2:43][F:44])=[O:40])[CH:26]=[CH:27][C:28]=1B1OC(C)(C)C(C)(C)O1, predict the reaction product. The product is: [F:22][C:23]1[CH:24]=[C:25]([NH:38][C:39]([NH:41][CH2:42][CH2:43][F:44])=[O:40])[CH:26]=[CH:27][C:28]=1[C:2]1[N:3]=[C:4]([N:16]2[CH2:21][CH2:20][O:19][CH2:18][CH2:17]2)[C:5]2[CH2:10][N:9]([C:11]([O:13][CH2:14][CH3:15])=[O:12])[CH2:8][C:6]=2[N:7]=1. (4) The product is: [CH3:1][C:2]([C:6]1[CH:10]=[CH:9][S:8][CH:7]=1)([CH3:5])[CH2:3][NH2:4]. Given the reactants [CH3:1][C:2]([C:6]1[CH:10]=[CH:9][S:8][CH:7]=1)([CH3:5])[C:3]#[N:4].[Li], predict the reaction product. (5) Given the reactants [N+:1]([C:4]1[CH:12]=[CH:11][CH:10]=[C:9]2[C:5]=1[CH:6]=[N:7][N:8]2[C:13]1[CH:18]=[CH:17][C:16]([F:19])=[CH:15][CH:14]=1)([O-])=O.C1COCC1, predict the reaction product. The product is: [NH2:1][C:4]1[CH:12]=[CH:11][CH:10]=[C:9]2[C:5]=1[CH:6]=[N:7][N:8]2[C:13]1[CH:18]=[CH:17][C:16]([F:19])=[CH:15][CH:14]=1. (6) Given the reactants [Cl:1][C:2]1[C:3]([C:31]2[CH:36]=[CH:35][CH:34]=[C:33]([CH:37]([CH3:39])[CH3:38])[CH:32]=2)=[C:4]([C:8]([C@@H:18]2[CH2:23][CH2:22][CH2:21][N:20](C(OC(C)(C)C)=O)[CH2:19]2)([OH:17])[CH2:9][CH2:10][CH2:11][NH:12][C:13]([O:15][CH3:16])=[O:14])[CH:5]=[N:6][CH:7]=1.FC(F)(F)C(O)=O, predict the reaction product. The product is: [Cl:1][C:2]1[C:3]([C:31]2[CH:36]=[CH:35][CH:34]=[C:33]([CH:37]([CH3:39])[CH3:38])[CH:32]=2)=[C:4]([C:8]([OH:17])([C@@H:18]2[CH2:23][CH2:22][CH2:21][NH:20][CH2:19]2)[CH2:9][CH2:10][CH2:11][NH:12][C:13](=[O:14])[O:15][CH3:16])[CH:5]=[N:6][CH:7]=1.